This data is from Catalyst prediction with 721,799 reactions and 888 catalyst types from USPTO. The task is: Predict which catalyst facilitates the given reaction. (1) Reactant: C(OC(=O)[NH:7][C:8]1[N:13]=[CH:12][C:11]([C:14]#[C:15][CH2:16][CH2:17][CH2:18][N:19]([CH3:21])[CH3:20])=[CH:10][N:9]=1)(C)(C)C.C(O)(C(F)(F)F)=O. Product: [CH3:21][N:19]([CH3:20])[CH2:18][CH2:17][CH2:16][C:15]#[C:14][C:11]1[CH:10]=[N:9][C:8]([NH2:7])=[N:13][CH:12]=1. The catalyst class is: 2. (2) Reactant: [NH2:1][C:2]1[CH:3]=[C:4]([CH:21]=[CH:22][CH:23]=1)[O:5][C:6]1[CH:7]=[CH:8][C:9]2[N:10]([CH:12]=[C:13]([NH:15][C:16]([CH:18]3[CH2:20][CH2:19]3)=[O:17])[N:14]=2)[CH:11]=1.[C:24]1([S:30](Cl)(=[O:32])=[O:31])[CH:29]=[CH:28][CH:27]=[CH:26][CH:25]=1.C(=O)([O-])O.[Na+]. Product: [C:24]1([S:30]([NH:1][C:2]2[CH:3]=[C:4]([CH:21]=[CH:22][CH:23]=2)[O:5][C:6]2[CH:7]=[CH:8][C:9]3[N:10]([CH:12]=[C:13]([NH:15][C:16]([CH:18]4[CH2:20][CH2:19]4)=[O:17])[N:14]=3)[CH:11]=2)(=[O:32])=[O:31])[CH:29]=[CH:28][CH:27]=[CH:26][CH:25]=1. The catalyst class is: 7. (3) Reactant: Cl.C(OC([N:9]1[C@H:14]([CH2:15][NH:16][C:17]2[N:22]=[CH:21][C:20]([Br:23])=[CH:19][N:18]=2)[C@@H:13]2[CH2:24][C@H:10]1[CH2:11][CH2:12]2)=O)(C)(C)C. Product: [C@H:10]12[CH2:24][C@H:13]([CH2:12][CH2:11]1)[C@@H:14]([CH2:15][NH:16][C:17]1[N:22]=[CH:21][C:20]([Br:23])=[CH:19][N:18]=1)[NH:9]2. The catalyst class is: 12. (4) Reactant: [F:1][C:2]1[CH:7]=[C:6]([F:8])[CH:5]=[CH:4][C:3]=1[C:9]1[CH:10]=[C:11]2[C:16](=[CH:17][CH:18]=1)[CH:15]=[C:14]([SH:19])[CH:13]=[CH:12]2.BrC1C=C2C(=CC=1)C=C(O)C=C2.[C:32](#[N:35])[CH:33]=[CH2:34].C(N(CC)CC)C. Product: [F:1][C:2]1[CH:7]=[C:6]([F:8])[CH:5]=[CH:4][C:3]=1[C:9]1[CH:10]=[C:11]2[C:16](=[CH:17][CH:18]=1)[CH:15]=[C:14]([S:19][CH2:34][CH2:33][C:32]#[N:35])[CH:13]=[CH:12]2. The catalyst class is: 7. (5) Reactant: CO[C:3]([CH:5]1[CH2:9][N:8]([C:10](=[O:12])[CH3:11])[CH2:7][N:6]1[C:13](=[O:23])[CH:14]([NH:18][C:19]([O:21][CH3:22])=[O:20])[CH:15]([CH3:17])[CH3:16])=[O:4].[Li+].[OH-].Cl.CN(C(ON1N=NC2C=CC=NC1=2)=[N+](C)C)C.F[P-](F)(F)(F)(F)F.CCN(C(C)C)C(C)C.Cl.[NH2:61][CH2:62][C:63]([C:65]1[CH:70]=[CH:69][C:68]([Br:71])=[CH:67][CH:66]=1)=[O:64]. Product: [CH3:22][O:21][C:19](=[O:20])[NH:18][CH:14]([C:13]([N:6]1[CH:5]([C:3](=[O:4])[NH:61][CH2:62][C:63]([C:65]2[CH:70]=[CH:69][C:68]([Br:71])=[CH:67][CH:66]=2)=[O:64])[CH2:9][N:8]([C:10](=[O:12])[CH3:11])[CH2:7]1)=[O:23])[CH:15]([CH3:16])[CH3:17]. The catalyst class is: 36. (6) Reactant: [Br:1][CH2:2][CH2:3][CH2:4][O:5][Si:6]([C:9]([CH3:12])([CH3:11])[CH3:10])([CH3:8])[CH3:7].[C:13]1([P:19]([C:26]2[CH:31]=[CH:30][CH:29]=[CH:28][CH:27]=2)[C:20]2[CH:25]=[CH:24][CH:23]=[CH:22][CH:21]=2)[CH:18]=[CH:17][CH:16]=[CH:15][CH:14]=1. Product: [Br-:1].[Si:6]([O:5][CH2:4][CH2:3][CH2:2][P+:19]([C:20]1[CH:21]=[CH:22][CH:23]=[CH:24][CH:25]=1)([C:26]1[CH:31]=[CH:30][CH:29]=[CH:28][CH:27]=1)[C:13]1[CH:14]=[CH:15][CH:16]=[CH:17][CH:18]=1)([C:9]([CH3:12])([CH3:11])[CH3:10])([CH3:8])[CH3:7]. The catalyst class is: 10. (7) Reactant: [CH2:1](Br)[C:2]#[CH:3].[OH:5][C:6]1[CH:15]=[CH:14][CH:13]=[CH:12][C:7]=1[C:8]([O:10][CH3:11])=[O:9].C(=O)([O-])[O-].[K+].[K+].O. Product: [CH3:11][O:10][C:8](=[O:9])[C:7]1[CH:12]=[CH:13][CH:14]=[CH:15][C:6]=1[O:5][CH2:3][C:2]#[CH:1]. The catalyst class is: 711. (8) Reactant: [CH3:1][O:2][C:3]1[CH:11]=[C:10]2[C:6]([CH2:7][CH2:8]/[C:9]/2=[N:12]\[OH:13])=[CH:5][CH:4]=1.CCN(CC)CC.[CH3:21][S:22](Cl)(=[O:24])=[O:23]. The catalyst class is: 64. Product: [CH3:21][S:22]([O:13]/[N:12]=[C:9]1\[CH2:8][CH2:7][C:6]2[C:10]\1=[CH:11][C:3]([O:2][CH3:1])=[CH:4][CH:5]=2)(=[O:24])=[O:23].